From a dataset of Reaction yield outcomes from USPTO patents with 853,638 reactions. Predict the reaction yield, written as a fraction of the theoretical maximum amount of product (1.0 means a 100% yield; for example, 0.34 means a 34% yield). (1) The reactants are [CH3:1][O:2][C:3]([C:5]1[S:6][CH:7]=[CH:8][C:9]=1[NH2:10])=[O:4].[CH2:11]1[O:21][C:14]2([CH2:19][CH2:18][C:17](=O)[CH2:16][CH2:15]2)[O:13][CH2:12]1.C([Sn](Cl)(Cl)CCCC)CCC.C1([SiH3])C=CC=CC=1. The catalyst is C1COCC1. The product is [CH3:1][O:2][C:3]([C:5]1[S:6][CH:7]=[CH:8][C:9]=1[NH:10][CH:17]1[CH2:18][CH2:19][C:14]2([O:21][CH2:11][CH2:12][O:13]2)[CH2:15][CH2:16]1)=[O:4]. The yield is 0.470. (2) The reactants are [CH3:1][NH:2][C@H:3]1[CH2:7][CH2:6][N:5]([C:8]2[C:13]([C:14]([O:16][CH:17]([CH3:19])[CH3:18])=[O:15])=[CH:12][CH:11]=[CH:10][N:9]=2)[CH2:4]1.[CH2:20]([C:22]1[S:26][C:25]([CH:27]=O)=[CH:24][CH:23]=1)[CH3:21].[BH-](OC(C)=O)(OC(C)=O)OC(C)=O.[Na+]. The catalyst is C1COCC1. The product is [CH2:20]([C:22]1[S:26][C:25]([CH2:27][N:2]([CH3:1])[C@H:3]2[CH2:7][CH2:6][N:5]([C:8]3[C:13]([C:14]([O:16][CH:17]([CH3:18])[CH3:19])=[O:15])=[CH:12][CH:11]=[CH:10][N:9]=3)[CH2:4]2)=[CH:24][CH:23]=1)[CH3:21]. The yield is 0.210. (3) The reactants are [NH2:1][C:2]1[C:11]2[C:6](=[C:7](Br)[CH:8]=[CH:9][CH:10]=2)[N:5]=[N:4][C:3]=1[C:13]([NH:15][CH2:16][CH2:17][CH3:18])=[O:14].[CH3:19][O:20][C:21]1[CH:26]=[C:25]([O:27][CH3:28])[CH:24]=[CH:23][C:22]=1B(O)O. No catalyst specified. The product is [NH2:1][C:2]1[C:11]2[C:6](=[C:7]([C:24]3[CH:23]=[CH:22][C:21]([O:20][CH3:19])=[CH:26][C:25]=3[O:27][CH3:28])[CH:8]=[CH:9][CH:10]=2)[N:5]=[N:4][C:3]=1[C:13]([NH:15][CH2:16][CH2:17][CH3:18])=[O:14]. The yield is 0.751. (4) The reactants are CON(C)[C:4]([C:6]1[CH:33]=[C:9]2[CH2:10][N:11]([C:15]([O:17][CH2:18][C:19]3[CH:24]=[C:23]([C:25]([F:28])([F:27])[F:26])[CH:22]=[C:21]([C:29]([F:32])([F:31])[F:30])[CH:20]=3)=[O:16])[CH2:12][CH2:13][CH2:14][N:8]2[N:7]=1)=[O:5].[CH3:35][Mg+].[Br-]. The catalyst is C1COCC1. The product is [C:4]([C:6]1[CH:33]=[C:9]2[CH2:10][N:11]([C:15]([O:17][CH2:18][C:19]3[CH:24]=[C:23]([C:25]([F:26])([F:28])[F:27])[CH:22]=[C:21]([C:29]([F:32])([F:30])[F:31])[CH:20]=3)=[O:16])[CH2:12][CH2:13][CH2:14][N:8]2[N:7]=1)(=[O:5])[CH3:35]. The yield is 0.770.